Predict the reaction yield, written as a fraction of the theoretical maximum amount of product (1.0 means a 100% yield; for example, 0.34 means a 34% yield). From a dataset of Reaction yield outcomes from USPTO patents with 853,638 reactions. (1) The reactants are [S:1]1[CH:5]=[CH:4][CH:3]=[C:2]1[C:6]([OH:8])=O.Cl.[CH3:10][NH:11][O:12][CH3:13].CCN=C=NCCCN(C)C.C1C=CC2N(O)N=NC=2C=1.CCN(CC)CC. The catalyst is C(Cl)Cl. The product is [CH3:13][O:12][N:11]([CH3:10])[C:6]([C:2]1[S:1][CH:5]=[CH:4][CH:3]=1)=[O:8]. The yield is 0.670. (2) The reactants are [CH2:1]([O:3][C:4]([C:6]1[C:7](=O)[C:8]2[C:13]([C:14]=1[C:15]1[CH:20]=[CH:19][CH:18]=[CH:17][CH:16]=1)=[CH:12][CH:11]=[C:10]([O:21][CH2:22][CH2:23][CH2:24][C:25]1[CH:30]=[CH:29][CH:28]=[CH:27][CH:26]=1)[CH:9]=2)=[O:5])[CH3:2].[OH:32][NH2:33].Cl.N1C=CC=CC=1. No catalyst specified. The product is [CH2:1]([O:3][C:4]([C:6]1[C:7](=[N:33][OH:32])[C:8]2[C:13]([C:14]=1[C:15]1[CH:20]=[CH:19][CH:18]=[CH:17][CH:16]=1)=[CH:12][CH:11]=[C:10]([O:21][CH2:22][CH2:23][CH2:24][C:25]1[CH:30]=[CH:29][CH:28]=[CH:27][CH:26]=1)[CH:9]=2)=[O:5])[CH3:2]. The yield is 0.0950. (3) The yield is 0.780. The reactants are [CH3:1][Mg+].[Br-].[Br:4][C:5]1[CH:10]=[CH:9][C:8]([N:11]2[CH:15]=[C:14](C(OCC)=O)[N:13]=[C:12]2[C:21]([C:24]2[CH:29]=[CH:28][CH:27]=[CH:26][C:25]=2[F:30])([CH3:23])[CH3:22])=[CH:7][CH:6]=1.ClCCl.CC[O:36][CH2:37][CH3:38]. The product is [Br:4][C:5]1[CH:10]=[CH:9][C:8]([N:11]2[CH:15]=[C:14]([C:37]([OH:36])([CH3:38])[CH3:1])[N:13]=[C:12]2[C:21]([C:24]2[CH:29]=[CH:28][CH:27]=[CH:26][C:25]=2[F:30])([CH3:23])[CH3:22])=[CH:7][CH:6]=1. No catalyst specified. (4) The reactants are [CH2:1]([N:8]1[CH2:12][CH:11]([CH2:13]O)[CH2:10][C:9]1=[O:15])[C:2]1[CH:7]=[CH:6][CH:5]=[CH:4][CH:3]=1.C1(P(C2C=CC=CC=2)C2C=CC=CC=2)C=CC=CC=1.N1C=CN=C1.[I:40]I. The catalyst is C1(C)C=CC=CC=1. The product is [CH2:1]([N:8]1[CH2:12][CH:11]([CH2:13][I:40])[CH2:10][C:9]1=[O:15])[C:2]1[CH:7]=[CH:6][CH:5]=[CH:4][CH:3]=1. The yield is 0.460. (5) The reactants are [Br:1][C:2]1[C:3]([N:20]2[CH2:27][CH:26]3[CH:22]([N:23](C(OC(C)(C)C)=O)[CH2:24][CH2:25]3)[CH2:21]2)=[C:4]2[C:10]([NH:11][C:12](=[O:19])[C:13]3[CH:18]=[CH:17][CH:16]=[N:15][CH:14]=3)=[CH:9][NH:8][C:5]2=[N:6][CH:7]=1.C(O)(C(F)(F)F)=O.[ClH:42]. The catalyst is C(Cl)Cl.CCOCC. The product is [ClH:42].[Br:1][C:2]1[C:3]([N:20]2[CH2:27][CH:26]3[CH:22]([NH:23][CH2:24][CH2:25]3)[CH2:21]2)=[C:4]2[C:10]([NH:11][C:12](=[O:19])[C:13]3[CH:18]=[CH:17][CH:16]=[N:15][CH:14]=3)=[CH:9][NH:8][C:5]2=[N:6][CH:7]=1. The yield is 0.280. (6) The reactants are C[O:2][C:3](=[O:15])[C:4]1[CH:9]=[C:8]([O:10][CH3:11])[CH:7]=[C:6]([O:12][CH3:13])[C:5]=1[F:14].[OH-].[Na+]. The catalyst is C(O)C. The product is [F:14][C:5]1[C:6]([O:12][CH3:13])=[CH:7][C:8]([O:10][CH3:11])=[CH:9][C:4]=1[C:3]([OH:15])=[O:2]. The yield is 0.865. (7) The reactants are [C:1]([O:10][CH3:11])(=[O:9])[C:2]1[C:3](=[CH:5][CH:6]=[CH:7][CH:8]=1)[NH2:4].[CH2:12](O)[C:13]1[CH:18]=[CH:17][CH:16]=[CH:15][CH:14]=1.Cl.O. The catalyst is CC1C=CC(C)=CC=1. The product is [CH2:12]([C:7]1[CH:8]=[C:2]([C:1]([O:10][CH3:11])=[O:9])[C:3]([NH2:4])=[CH:5][CH:6]=1)[C:13]1[CH:18]=[CH:17][CH:16]=[CH:15][CH:14]=1. The yield is 0.0440. (8) The reactants are C1([SH:7])C=CC=CC=1.[OH-].[K+].[C:10](Cl)(=[O:14])[C:11]([CH3:13])=[CH2:12].CO[C:18]1[CH:23]=[CH:22][C:21](O)=[CH:20][CH:19]=1. The catalyst is [Br-].C([N+](CCCC)(CCCC)CCCC)CCC.C(Cl)Cl. The product is [C:10]([O:14][C:18]1[CH:23]=[CH:22][CH:21]=[CH:20][CH:19]=1)(=[S:7])[C:11]([CH3:13])=[CH2:12]. The yield is 0.660. (9) The reactants are I[CH2:2][C@@H:3]([CH3:17])[CH2:4][N:5]1[C:10]2[CH:11]=[C:12]([CH3:15])[CH:13]=[CH:14][C:9]=2[O:8][CH2:7][C:6]1=[O:16].[CH2:18]([O:21][CH:22]1[CH2:27][CH2:26][NH:25][CH2:24][CH2:23]1)[CH2:19][CH3:20].CCN(CC)CC. The catalyst is C(Cl)Cl.CC(C)=O.CO. The product is [CH3:15][C:12]1[CH:13]=[CH:14][C:9]2[O:8][CH2:7][C:6](=[O:16])[N:5]([CH2:4][C@H:3]([CH3:17])[CH2:2][N:25]3[CH2:26][CH2:27][CH:22]([O:21][CH2:18][CH2:19][CH3:20])[CH2:23][CH2:24]3)[C:10]=2[CH:11]=1. The yield is 0.830. (10) The reactants are Br[C:2]1[CH:7]=[CH:6][N:5]=[C:4]2[N:8]([S:11]([CH3:14])(=[O:13])=[O:12])[CH:9]=[CH:10][C:3]=12.[B:15]1([B:15]2[O:19][C:18]([CH3:21])([CH3:20])[C:17]([CH3:23])([CH3:22])[O:16]2)[O:19][C:18]([CH3:21])([CH3:20])[C:17]([CH3:23])([CH3:22])[O:16]1.C([O-])(=O)C.[K+]. The catalyst is O1CCOCC1. The product is [CH3:14][S:11]([N:8]1[C:4]2=[N:5][CH:6]=[CH:7][C:2]([B:15]3[O:19][C:18]([CH3:21])([CH3:20])[C:17]([CH3:23])([CH3:22])[O:16]3)=[C:3]2[CH:10]=[CH:9]1)(=[O:13])=[O:12]. The yield is 0.420.